The task is: Regression. Given a peptide amino acid sequence and an MHC pseudo amino acid sequence, predict their binding affinity value. This is MHC class II binding data.. This data is from Peptide-MHC class II binding affinity with 134,281 pairs from IEDB. (1) The peptide sequence is RLFKAFILDGDNLFP. The MHC is DRB1_1101 with pseudo-sequence DRB1_1101. The binding affinity (normalized) is 0.338. (2) The peptide sequence is PARLIVFPDLGVR. The MHC is DRB1_0405 with pseudo-sequence DRB1_0405. The binding affinity (normalized) is 0.634. (3) The peptide sequence is SINYRTEIDKPSQHH. The MHC is DRB5_0101 with pseudo-sequence DRB5_0101. The binding affinity (normalized) is 0.148. (4) The peptide sequence is VSAISQTEVKEEGKE. The MHC is HLA-DQA10201-DQB10402 with pseudo-sequence HLA-DQA10201-DQB10402. The binding affinity (normalized) is 0.241. (5) The peptide sequence is PEKPDSVTPMILKAQK. The MHC is HLA-DQA10401-DQB10402 with pseudo-sequence HLA-DQA10401-DQB10402. The binding affinity (normalized) is 0.183. (6) The peptide sequence is GELQIWDKIDAAFKI. The MHC is DRB1_0101 with pseudo-sequence DRB1_0101. The binding affinity (normalized) is 0.552. (7) The peptide sequence is MSFVTTQPEALAAAA. The MHC is DRB1_0404 with pseudo-sequence DRB1_0404. The binding affinity (normalized) is 0.0523. (8) The peptide sequence is FDPYGATISATPESA. The MHC is DRB1_0802 with pseudo-sequence DRB1_0802. The binding affinity (normalized) is 0.248.